This data is from Full USPTO retrosynthesis dataset with 1.9M reactions from patents (1976-2016). The task is: Predict the reactants needed to synthesize the given product. (1) The reactants are: CS[C:3]1[N:4]=[C:5]([CH2:12][C:13]2[CH:18]=[CH:17][CH:16]=[C:15]([C:19]([F:22])([F:21])[F:20])[CH:14]=2)[NH:6][C:7](=[O:11])[C:8]=1[C:9]#[N:10].[NH:23]1[CH2:28][CH2:27][CH2:26][CH2:25][CH2:24]1. Given the product [O:11]=[C:7]1[NH:6][C:5]([CH2:12][C:13]2[CH:18]=[CH:17][CH:16]=[C:15]([C:19]([F:22])([F:21])[F:20])[CH:14]=2)=[N:4][C:3]([N:23]2[CH2:28][CH2:27][CH2:26][CH2:25][CH2:24]2)=[C:8]1[C:9]#[N:10], predict the reactants needed to synthesize it. (2) Given the product [NH2:14][CH2:3][C@@H:2]([OH:1])[CH2:4][O:5][C:6]1[CH:13]=[CH:12][C:9]([C:10]#[N:11])=[CH:8][CH:7]=1, predict the reactants needed to synthesize it. The reactants are: [O:1]1[CH2:3][C@@H:2]1[CH2:4][O:5][C:6]1[CH:13]=[CH:12][C:9]([C:10]#[N:11])=[CH:8][CH:7]=1.[NH4+:14].[OH-]. (3) Given the product [CH:1]([C@H:14]1[N:19]2[CH2:20][C@@H:21]([OH:23])[CH2:22][C@H:18]2[CH2:17][NH:16][CH2:15]1)([C:8]1[CH:9]=[CH:10][CH:11]=[CH:12][CH:13]=1)[C:2]1[CH:7]=[CH:6][CH:5]=[CH:4][CH:3]=1, predict the reactants needed to synthesize it. The reactants are: [CH:1]([C@H:14]1[N:19]2[CH2:20][C@@H:21]([OH:23])[CH2:22][C@H:18]2[CH2:17][N:16](C(OC(C)(C)C)=O)[CH2:15]1)([C:8]1[CH:13]=[CH:12][CH:11]=[CH:10][CH:9]=1)[C:2]1[CH:7]=[CH:6][CH:5]=[CH:4][CH:3]=1. (4) Given the product [C:19]([C:18]([NH:17][C:11](=[O:12])[C:10]1[CH:14]=[CH:15][C:7]([O:6][C:2]([F:16])([F:1])[CH:3]([F:5])[F:4])=[CH:8][CH:9]=1)([CH3:34])[CH2:21][N:22]1[N:26]=[C:25]2[C:27]([Cl:33])=[CH:28][C:29]([Cl:32])=[C:30]([Cl:31])[C:24]2=[N:23]1)#[N:20], predict the reactants needed to synthesize it. The reactants are: [F:1][C:2]([F:16])([O:6][C:7]1[CH:15]=[CH:14][C:10]([C:11](Cl)=[O:12])=[CH:9][CH:8]=1)[CH:3]([F:5])[F:4].[NH2:17][C:18]([CH3:34])([CH2:21][N:22]1[N:26]=[C:25]2[C:27]([Cl:33])=[CH:28][C:29]([Cl:32])=[C:30]([Cl:31])[C:24]2=[N:23]1)[C:19]#[N:20]. (5) Given the product [CH2:1]([O:3][C:4]([C:5]1[S:22][C:20]([CH3:21])=[N:23][C:6]=1[C:7]1[CH:12]=[CH:11][C:10]([C:13]([F:16])([F:15])[F:14])=[CH:9][CH:8]=1)=[O:19])[CH3:2], predict the reactants needed to synthesize it. The reactants are: [CH2:1]([O:3][C:4](=[O:19])[CH:5](Cl)[C:6](=O)[C:7]1[CH:12]=[CH:11][C:10]([C:13]([F:16])([F:15])[F:14])=[CH:9][CH:8]=1)[CH3:2].[C:20]([NH2:23])(=[S:22])[CH3:21]. (6) Given the product [CH:1]([C:4]1[N:5]=[C:6]([CH2:9][CH2:10][C:11]2[CH:44]=[CH:43][N:14]3[C:15](=[O:42])[C:16]([C:25](=[O:41])[CH2:26][C:27]4[N:28]=[N:29][NH:30][N:31]=4)=[C:17]([N:19]4[CH2:20][CH2:21][O:22][CH2:23][CH2:24]4)[N:18]=[C:13]3[CH:12]=2)[S:7][CH:8]=1)([CH3:3])[CH3:2], predict the reactants needed to synthesize it. The reactants are: [CH:1]([C:4]1[N:5]=[C:6]([CH2:9][CH2:10][C:11]2[CH:44]=[CH:43][N:14]3[C:15](=[O:42])[C:16]([C:25](=[O:41])[CH2:26][C:27]4[N:28]=[N:29][N:30](CC5C=CC(OC)=CC=5)[N:31]=4)=[C:17]([N:19]4[CH2:24][CH2:23][O:22][CH2:21][CH2:20]4)[N:18]=[C:13]3[CH:12]=2)[S:7][CH:8]=1)([CH3:3])[CH3:2]. (7) Given the product [S:18]1[CH:19]=[CH:20][N:21]=[C:17]1[C:2]1[S:6][CH:5]=[N:4][C:3]=1[C:7]([O:9][CH2:10][CH3:11])=[O:8], predict the reactants needed to synthesize it. The reactants are: Br[C:2]1[S:6][CH:5]=[N:4][C:3]=1[C:7]([O:9][CH2:10][CH3:11])=[O:8].C([Sn](CCCC)(CCCC)[C:17]1[S:18][CH:19]=[CH:20][N:21]=1)CCC.O. (8) Given the product [ClH:44].[NH2:9][C:10]1[S:11][CH2:12][C@@H:13]2[CH2:18][N:17]([C:19]3[N:24]=[CH:23][C:22]([F:25])=[CH:21][N:20]=3)[CH2:16][C@:14]2([C:26]2[CH:27]=[C:28]([NH:33][C:34]([C:36]3[CH:41]=[CH:40][C:39]([C:42]#[N:43])=[CH:38][N:37]=3)=[O:35])[CH:29]=[CH:30][C:31]=2[F:32])[N:15]=1, predict the reactants needed to synthesize it. The reactants are: C([NH:9][C:10]1[S:11][CH2:12][C@@H:13]2[CH2:18][N:17]([C:19]3[N:24]=[CH:23][C:22]([F:25])=[CH:21][N:20]=3)[CH2:16][C@:14]2([C:26]2[CH:27]=[C:28]([NH:33][C:34]([C:36]3[CH:41]=[CH:40][C:39]([C:42]#[N:43])=[CH:38][N:37]=3)=[O:35])[CH:29]=[CH:30][C:31]=2[F:32])[N:15]=1)(=O)C1C=CC=CC=1.[ClH:44].CON.N1C=CC=CC=1. (9) Given the product [S:15]1[CH:19]=[CH:18][CH:17]=[C:16]1[S:20][C:2]1[CH:6]=[CH:5][S:4][C:3]=1[CH:7]=[O:8], predict the reactants needed to synthesize it. The reactants are: Cl[C:2]1[CH:6]=[CH:5][S:4][C:3]=1[CH:7]=[O:8].C(=O)([O-])[O-].[K+].[K+].[S:15]1[CH:19]=[CH:18][CH:17]=[C:16]1[SH:20].